The task is: Regression/Classification. Given a drug SMILES string, predict its absorption, distribution, metabolism, or excretion properties. Task type varies by dataset: regression for continuous measurements (e.g., permeability, clearance, half-life) or binary classification for categorical outcomes (e.g., BBB penetration, CYP inhibition). For this dataset (clearance_hepatocyte_az), we predict log10(clearance) (log10 of the in vitro intrinsic clearance, CLint, in uL/min per 10^6 hepatocytes; values are censored to the assay range of 3 to 150, which is 0.477 to 2.18 on this log10 scale).. This data is from Hepatocyte clearance measurements from AstraZeneca. The molecule is COc1c(C)c2c(c(O)c1C/C=C(\C)CCC(=O)O)C(=O)OC2. The log10(clearance) is 1.17.